Dataset: Reaction yield outcomes from USPTO patents with 853,638 reactions. Task: Predict the reaction yield, written as a fraction of the theoretical maximum amount of product (1.0 means a 100% yield; for example, 0.34 means a 34% yield). (1) The reactants are C(OC(=O)[NH:6][C:7]1[CH:12]=[CH:11][CH:10]=[C:9]([C:13]2[N:14]=[C:15]([CH:25]([CH3:27])[CH3:26])[S:16][C:17]=2[C:18]2[CH:23]=[CH:22][N:21]=[C:20]([Cl:24])[N:19]=2)[C:8]=1[O:28][CH3:29])C=C.C(O)(=O)C.C([SnH](CCCC)CCCC)CCC. The catalyst is C(Cl)Cl.Cl[Pd](Cl)([P](C1C=CC=CC=1)(C1C=CC=CC=1)C1C=CC=CC=1)[P](C1C=CC=CC=1)(C1C=CC=CC=1)C1C=CC=CC=1. The product is [Cl:24][C:20]1[N:19]=[C:18]([C:17]2[S:16][C:15]([CH:25]([CH3:27])[CH3:26])=[N:14][C:13]=2[C:9]2[C:8]([O:28][CH3:29])=[C:7]([CH:12]=[CH:11][CH:10]=2)[NH2:6])[CH:23]=[CH:22][N:21]=1. The yield is 0.608. (2) The catalyst is C(O)(=O)C. The yield is 0.380. The reactants are [Cl:1][C:2]1[C:3]([CH3:13])=[CH:4][C:5]([O:11][CH3:12])=[C:6]([C:8](=[O:10])[CH3:9])[CH:7]=1.[Br:14]N1C(=O)CCC1=O. The product is [Br:14][C:4]1[C:5]([O:11][CH3:12])=[C:6]([C:8](=[O:10])[CH3:9])[CH:7]=[C:2]([Cl:1])[C:3]=1[CH3:13]. (3) The yield is 0.790. The catalyst is O1CCCC1CCO. The reactants are [Cl:1][C:2]1[CH:3]=[C:4]([CH:8]([OH:30])[CH:9]([CH2:15][C:16]2[CH:21]=[CH:20][C:19]([CH2:22][C:23]([F:29])([F:28])[C:24]([F:27])([F:26])[F:25])=[CH:18][CH:17]=2)[C:10]([O:12]CC)=[O:11])[CH:5]=[CH:6][CH:7]=1.[OH-].[Na+]. The product is [Cl:1][C:2]1[CH:3]=[C:4]([CH:8]([OH:30])[CH:9]([CH2:15][C:16]2[CH:21]=[CH:20][C:19]([CH2:22][C:23]([F:28])([F:29])[C:24]([F:26])([F:27])[F:25])=[CH:18][CH:17]=2)[C:10]([OH:12])=[O:11])[CH:5]=[CH:6][CH:7]=1. (4) The reactants are [NH2:1][C:2]1[CH:7]=[CH:6][CH:5]=[CH:4][CH:3]=1.[O-:8][C:9]#[N:10].[K+]. The catalyst is C(O)(=O)C.O. The product is [C:2]1([NH:1][C:9]([NH2:10])=[O:8])[CH:7]=[CH:6][CH:5]=[CH:4][CH:3]=1. The yield is 0.500. (5) The reactants are Cl[C:2]1[N:7]=[C:6]([NH:8][C:9]2[CH:14]=[CH:13][CH:12]=[C:11]([C:15]#[N:16])[CH:10]=2)[C:5]([F:17])=[CH:4][N:3]=1.[NH2:18][C:19]1[CH:20]=[C:21]([OH:25])[CH:22]=[CH:23][CH:24]=1. No catalyst specified. The product is [C:15]([C:11]1[CH:10]=[C:9]([NH:8][C:6]2[C:5]([F:17])=[CH:4][N:3]=[C:2]([NH:18][C:19]3[CH:24]=[CH:23][CH:22]=[C:21]([OH:25])[CH:20]=3)[N:7]=2)[CH:14]=[CH:13][CH:12]=1)#[N:16]. The yield is 0.620.